Dataset: Reaction yield outcomes from USPTO patents with 853,638 reactions. Task: Predict the reaction yield, written as a fraction of the theoretical maximum amount of product (1.0 means a 100% yield; for example, 0.34 means a 34% yield). (1) The reactants are [Br:1][C:2]1[C:3]2[C:8]([C:9]([C:16]3[CH:21]=[CH:20][C:19]([CH:22]=O)=[CH:18][CH:17]=3)=[C:10]3[C:15]=1[CH:14]=[CH:13][CH:12]=[CH:11]3)=[CH:7][CH:6]=[CH:5][CH:4]=2.[CH2:24](P(=O)(OCC)OCC)[C:25]1[CH:30]=[CH:29][CH:28]=[CH:27][CH:26]=1.CS(C)=O.CC(C)([O-])C.[K+]. The catalyst is O. The product is [Br:1][C:2]1[C:3]2[C:8]([C:9]([C:16]3[CH:21]=[CH:20][C:19]([CH:22]=[CH:24][C:25]4[CH:30]=[CH:29][CH:28]=[CH:27][CH:26]=4)=[CH:18][CH:17]=3)=[C:10]3[C:15]=1[CH:14]=[CH:13][CH:12]=[CH:11]3)=[CH:7][CH:6]=[CH:5][CH:4]=2. The yield is 0.860. (2) The reactants are [N:1]1[C:10]2[C:5](=[CH:6][CH:7]=[CH:8][CH:9]=2)[CH:4]=[CH:3][C:2]=1[N:11]1[CH2:16][CH2:15][CH:14]([O:17][C:18]2[C:23]([N:24]3[CH2:29][CH2:28][CH:27]([C:30]#N)[CH2:26][CH2:25]3)=[CH:22][CH:21]=[CH:20][N:19]=2)[CH2:13][CH2:12]1.CC(C[AlH]CC(C)C)C.C1C[O:44]CC1. No catalyst specified. The product is [N:1]1[C:10]2[C:5](=[CH:6][CH:7]=[CH:8][CH:9]=2)[CH:4]=[CH:3][C:2]=1[N:11]1[CH2:16][CH2:15][CH:14]([O:17][C:18]2[C:23]([N:24]3[CH2:29][CH2:28][CH:27]([CH:30]=[O:44])[CH2:26][CH2:25]3)=[CH:22][CH:21]=[CH:20][N:19]=2)[CH2:13][CH2:12]1. The yield is 0.800. (3) The reactants are [CH3:1][CH:2]([CH3:14])[CH2:3][S:4]([C:6]1[CH:7]=[C:8]([CH2:12][OH:13])[CH:9]=[CH:10][CH:11]=1)=[O:5].CC(OI1(OC(C)=O)(OC(C)=O)OC(=O)C2C=CC=CC1=2)=O. The catalyst is C(Cl)Cl. The product is [CH3:1][CH:2]([CH3:14])[CH2:3][S:4]([C:6]1[CH:7]=[C:8]([CH:9]=[CH:10][CH:11]=1)[CH:12]=[O:13])=[O:5]. The yield is 0.680. (4) The reactants are [CH:1]1[C:14]2[CH:13]=[C:12](B(O)O)[C:11]3[C:6](=[CH:7][CH:8]=[CH:9][CH:10]=3)[C:5]=2[CH:4]=[CH:3][CH:2]=1.Br[C:19]1[CH:20]=[C:21]([C:26]2[N:31]=[C:30]([C:32]3[CH:37]=[CH:36][C:35]([CH3:38])=[CH:34][CH:33]=3)[N:29]=[C:28]([C:39]3[CH:44]=[CH:43][C:42]([CH3:45])=[CH:41][CH:40]=3)[N:27]=2)[CH:22]=[C:23](Br)[CH:24]=1.C([O-])([O-])=O.[K+].[K+].[N:52]1[CH:57]=[CH:56][CH:55]=[CH:54][C:53]=1[C:58]1[CH:63]=[CH:62][C:61](B(O)O)=[CH:60][CH:59]=1. The catalyst is C1C=CC([P]([Pd]([P](C2C=CC=CC=2)(C2C=CC=CC=2)C2C=CC=CC=2)([P](C2C=CC=CC=2)(C2C=CC=CC=2)C2C=CC=CC=2)[P](C2C=CC=CC=2)(C2C=CC=CC=2)C2C=CC=CC=2)(C2C=CC=CC=2)C2C=CC=CC=2)=CC=1.C(O)C.C1(C)C=CC=CC=1. The product is [C:35]1([CH3:38])[CH:34]=[CH:33][C:32]([C:30]2[N:29]=[C:28]([C:39]3[CH:44]=[CH:43][C:42]([CH3:45])=[CH:41][CH:40]=3)[N:27]=[C:26]([C:21]3[CH:20]=[C:19]([C:61]4[CH:60]=[CH:59][C:58]([C:53]5[CH:54]=[CH:55][CH:56]=[CH:57][N:52]=5)=[CH:63][CH:62]=4)[CH:24]=[C:23]([C:13]4[C:14]5[C:5]([C:6]6[CH:7]=[CH:8][CH:9]=[CH:10][C:11]=6[CH:12]=4)=[CH:4][CH:3]=[CH:2][CH:1]=5)[CH:22]=3)[N:31]=2)=[CH:37][CH:36]=1. The yield is 0.420.